This data is from Full USPTO retrosynthesis dataset with 1.9M reactions from patents (1976-2016). The task is: Predict the reactants needed to synthesize the given product. (1) Given the product [F:1][C:2]1[CH:16]=[CH:15][CH:14]=[C:13]([F:17])[C:3]=1[CH2:4][O:5][C:6]1[C:7]2[N:8]([C:19]([C:20]([O:22][CH2:23][CH3:24])=[O:21])=[C:25]([CH3:27])[N:12]=2)[CH:9]=[CH:10][CH:11]=1, predict the reactants needed to synthesize it. The reactants are: [F:1][C:2]1[CH:16]=[CH:15][CH:14]=[C:13]([F:17])[C:3]=1[CH2:4][O:5][C:6]1[C:7]([NH2:12])=[N:8][CH:9]=[CH:10][CH:11]=1.Cl[CH:19]([C:25]([CH3:27])=O)[C:20]([O:22][CH2:23][CH3:24])=[O:21]. (2) Given the product [C:1]([NH:5][C:6]([C:8]1[CH:13]=[CH:12][C:11]([NH:14][C:15]([CH3:20])([CH3:19])[C:16]([O:18][CH3:22])=[O:17])=[CH:10][C:9]=1[F:21])=[O:7])([CH3:4])([CH3:2])[CH3:3], predict the reactants needed to synthesize it. The reactants are: [C:1]([NH:5][C:6]([C:8]1[CH:13]=[CH:12][C:11]([NH:14][C:15]([CH3:20])([CH3:19])[C:16]([OH:18])=[O:17])=[CH:10][C:9]=1[F:21])=[O:7])([CH3:4])([CH3:3])[CH3:2].[C:22]([O-])([O-])=O.[K+].[K+].CI. (3) The reactants are: [C:1]([O:5][C:6]([CH2:8][NH:9][C:10]1[CH:11]=[C:12]([C:16]2[CH:17]=[N:18][C:19]([CH:22]=[CH:23][C:24]([O:26][CH3:27])=[O:25])=[N:20][CH:21]=2)[CH:13]=[CH:14][CH:15]=1)=[O:7])([CH3:4])([CH3:3])[CH3:2]. Given the product [C:1]([O:5][C:6]([CH2:8][NH:9][C:10]1[CH:11]=[C:12]([C:16]2[CH:17]=[N:18][C:19]([CH2:22][CH2:23][C:24]([O:26][CH3:27])=[O:25])=[N:20][CH:21]=2)[CH:13]=[CH:14][CH:15]=1)=[O:7])([CH3:4])([CH3:3])[CH3:2], predict the reactants needed to synthesize it. (4) The reactants are: [F:1][C:2]1[CH:7]=[CH:6][C:5]([CH2:8][NH:9][C:10]2[CH:15]=[CH:14][C:13]([CH:16]([CH3:18])[CH3:17])=[CH:12][CH:11]=2)=[CH:4][CH:3]=1.[CH:19]([C:22]1[CH:27]=[CH:26][CH:25]=[C:24]([CH:28]([CH3:30])[CH3:29])[C:23]=1[N:31]=[C:32]=[O:33])([CH3:21])[CH3:20]. Given the product [CH:19]([C:22]1[CH:27]=[CH:26][CH:25]=[C:24]([CH:28]([CH3:29])[CH3:30])[C:23]=1[NH:31][C:32](=[O:33])[N:9]([CH2:8][C:5]1[CH:4]=[CH:3][C:2]([F:1])=[CH:7][CH:6]=1)[C:10]1[CH:11]=[CH:12][C:13]([CH:16]([CH3:18])[CH3:17])=[CH:14][CH:15]=1)([CH3:20])[CH3:21], predict the reactants needed to synthesize it. (5) Given the product [Cl:22][C:23]1[CH:28]=[CH:27][C:26]([O:29][C:30]2[CH:31]=[CH:32][C:33]([CH2:36][CH2:37][NH:18][C:3]3[N:2]([CH3:1])[CH:7]=[C:6]([CH2:8][C:9]4[CH:10]=[N:11][C:12]([O:15][CH3:16])=[N:13][CH:14]=4)[C:5](=[O:17])[N:4]=3)=[CH:34][CH:35]=2)=[CH:25][C:24]=1[C:39]([F:40])([F:41])[F:42], predict the reactants needed to synthesize it. The reactants are: [CH3:1][N:2]1[CH:7]=[C:6]([CH2:8][C:9]2[CH:10]=[N:11][C:12]([O:15][CH3:16])=[N:13][CH:14]=2)[C:5](=[O:17])[N:4]=[C:3]1[NH:18][N+]([O-])=O.[Cl:22][C:23]1[CH:28]=[CH:27][C:26]([O:29][C:30]2[CH:35]=[CH:34][C:33]([CH2:36][CH2:37]N)=[CH:32][CH:31]=2)=[CH:25][C:24]=1[C:39]([F:42])([F:41])[F:40].[Cl:22][C:23]1[CH:28]=[CH:27][C:26]([O:29][C:30]2[CH:31]=[CH:32][C:33]([CH2:36][CH2:37]N)=[CH:34][CH:35]=2)=[CH:25][C:24]=1[C:39]([F:40])([F:41])[F:42]. (6) Given the product [C:23]([C:22]1[CH:25]=[CH:26][N:27]=[C:20]([NH:1][C:2]2[S:6][N:5]=[C:4]([CH3:7])[C:3]=2[C:8]([NH:10][C:11]2[CH:12]=[N:13][C:14]([O:17][CH3:18])=[CH:15][CH:16]=2)=[O:9])[CH:21]=1)#[N:24], predict the reactants needed to synthesize it. The reactants are: [NH2:1][C:2]1[S:6][N:5]=[C:4]([CH3:7])[C:3]=1[C:8]([NH:10][C:11]1[CH:12]=[N:13][C:14]([O:17][CH3:18])=[CH:15][CH:16]=1)=[O:9].I[C:20]1[CH:21]=[C:22]([CH:25]=[CH:26][N:27]=1)[C:23]#[N:24].C(=O)([O-])[O-].[Cs+].[Cs+].CC1(C)C2C(=C(P(C3C=CC=CC=3)C3C=CC=CC=3)C=CC=2)OC2C(P(C3C=CC=CC=3)C3C=CC=CC=3)=CC=CC1=2. (7) Given the product [Br:6][C:7]1[CH:14]=[CH:13][CH:12]=[CH:11][C:8]=1[CH:9]([OH:10])[CH:1]=[CH2:2], predict the reactants needed to synthesize it. The reactants are: [CH2:1]([Mg]Br)[CH:2]=C.[Br:6][C:7]1[CH:14]=[CH:13][CH:12]=[CH:11][C:8]=1[CH:9]=[O:10].